From a dataset of Full USPTO retrosynthesis dataset with 1.9M reactions from patents (1976-2016). Predict the reactants needed to synthesize the given product. (1) Given the product [Cl:23][C:21]1[CH:20]=[CH:19][C:18]([O:24][CH2:25][C:26]2[CH:31]=[CH:30][C:29]([F:32])=[CH:28][C:27]=2[F:33])=[C:17]([C:12]2[N:11]([C:9]3[CH:8]=[N:7][CH:6]=[C:5]([CH:10]=3)[C:4]([OH:34])=[O:3])[C:15]([CH3:16])=[CH:14][CH:13]=2)[CH:22]=1, predict the reactants needed to synthesize it. The reactants are: C([O:3][C:4](=[O:34])[C:5]1[CH:10]=[C:9]([N:11]2[C:15]([CH3:16])=[CH:14][CH:13]=[C:12]2[C:17]2[CH:22]=[C:21]([Cl:23])[CH:20]=[CH:19][C:18]=2[O:24][CH2:25][C:26]2[CH:31]=[CH:30][C:29]([F:32])=[CH:28][C:27]=2[F:33])[CH:8]=[N:7][CH:6]=1)C.C(O)C. (2) Given the product [Br:1][C:2]1[CH:12]=[N:11][C:5]2[N:6]([CH3:16])[C:7](=[O:10])[O:8][CH2:9][C:4]=2[CH:3]=1, predict the reactants needed to synthesize it. The reactants are: [Br:1][C:2]1[CH:12]=[N:11][C:5]2[NH:6][C:7](=[O:10])[O:8][CH2:9][C:4]=2[CH:3]=1.[H-].[Na+].I[CH3:16]. (3) Given the product [Cl:26][C:19]1[C:18]2[C:13](=[CH:14][CH:15]=[C:16]([CH3:21])[CH:17]=2)[N:12]([CH3:22])[C:11](=[O:23])[C:10]=1[C:8]#[N:7], predict the reactants needed to synthesize it. The reactants are: C1([NH:7][C:8]([C:10]2[C:11](=[O:23])[N:12]([CH3:22])[C:13]3[C:18]([C:19]=2O)=[CH:17][C:16]([CH3:21])=[CH:15][CH:14]=3)=O)CCCCC1.P(Cl)(Cl)([Cl:26])=O. (4) Given the product [Cl:25][C:24]1[CH:23]=[CH:22][C:21]([CH2:26][CH2:27][C:28]([O:30][C:31]([CH3:33])([CH3:32])[CH3:34])=[O:29])=[CH:20][C:19]=1[NH:18][C:5](=[O:7])[CH:4]([N:8]1[CH2:13][CH2:12][CH:11]([CH3:14])[CH2:10][CH2:9]1)[CH:3]([CH3:15])[C:2]([F:1])([F:17])[F:16], predict the reactants needed to synthesize it. The reactants are: [F:1][C:2]([F:17])([F:16])[CH:3]([CH3:15])[CH:4]([N:8]1[CH2:13][CH2:12][CH:11]([CH3:14])[CH2:10][CH2:9]1)[C:5]([OH:7])=O.[NH2:18][C:19]1[CH:20]=[C:21]([CH2:26][CH2:27][C:28]([O:30][C:31]([CH3:34])([CH3:33])[CH3:32])=[O:29])[CH:22]=[CH:23][C:24]=1[Cl:25].CN(C(ON1N=NC2C=CC=NC1=2)=[N+](C)C)C.F[P-](F)(F)(F)(F)F.C(N(CC)C(C)C)(C)C. (5) Given the product [ClH:30].[Cl:30][C:27]1[CH:28]=[CH:29][C:24]2[N:23]([CH2:31][C:32]([CH3:35])([CH3:33])[CH3:34])[C:22](=[O:36])[C@@H:21]([CH2:37][C:38]([NH:52][C:53]3[CH:58]=[CH:57][CH:56]=[CH:55][CH:54]=3)=[O:40])[O:20][C@H:19]([C:15]3[CH:16]=[CH:17][CH:18]=[C:13]([O:12][CH2:11][CH2:10][CH2:9][NH:8][CH2:43][CH2:44][CH2:45][C:46]4[CH:47]=[CH:48][CH:49]=[CH:50][CH:51]=4)[C:14]=3[O:41][CH3:42])[C:25]=2[CH:26]=1, predict the reactants needed to synthesize it. The reactants are: C(OC([N:8]([CH2:43][CH2:44][CH2:45][C:46]1[CH:51]=[CH:50][CH:49]=[CH:48][CH:47]=1)[CH2:9][CH2:10][CH2:11][O:12][C:13]1[C:14]([O:41][CH3:42])=[C:15]([C@@H:19]2[C:25]3[CH:26]=[C:27]([Cl:30])[CH:28]=[CH:29][C:24]=3[N:23]([CH2:31][C:32]([CH3:35])([CH3:34])[CH3:33])[C:22](=[O:36])[C@@H:21]([CH2:37][C:38]([OH:40])=O)[O:20]2)[CH:16]=[CH:17][CH:18]=1)=O)(C)(C)C.[NH2:52][C:53]1[CH:58]=[CH:57][CH:56]=[CH:55][CH:54]=1.